The task is: Predict which catalyst facilitates the given reaction.. This data is from Catalyst prediction with 721,799 reactions and 888 catalyst types from USPTO. (1) Reactant: [CH3:1][O:2][C:3]1[CH:8]=[CH:7][C:6]([S:9](Cl)(=[O:11])=[O:10])=[CH:5][CH:4]=1.N1C=CC=CC=1.[CH2:19]([NH2:23])[CH:20]([CH3:22])[CH3:21].Cl. Product: [CH2:19]([NH:23][S:9]([C:6]1[CH:7]=[CH:8][C:3]([O:2][CH3:1])=[CH:4][CH:5]=1)(=[O:11])=[O:10])[CH:20]([CH3:22])[CH3:21]. The catalyst class is: 2. (2) Reactant: C(C1C=C(NS(C)(=O)=O)C(OC)=C(NC(=O)[NH:13][C:14]2[C:23]3[C:18](=[CH:19][CH:20]=[CH:21][CH:22]=3)[C:17]([O:24][C:25]3[CH:30]=[CH:29][N:28]=[C:27]([NH:31][C:32]4[CH:33]=[C:34]([CH:46]=[C:47]([O:49][CH3:50])[CH:48]=4)[C:35]([NH:37][CH2:38][CH2:39][N:40]4[CH2:45][CH2:44][O:43][CH2:42][CH2:41]4)=[O:36])[CH:26]=3)=[CH:16][CH:15]=2)C=1)(C)(C)C.Cl.C([O-])([O-])=O.[Na+].[Na+]. Product: [NH2:13][C:14]1[C:23]2[C:18](=[CH:19][CH:20]=[CH:21][CH:22]=2)[C:17]([O:24][C:25]2[CH:30]=[CH:29][N:28]=[C:27]([NH:31][C:32]3[CH:33]=[C:34]([CH:46]=[C:47]([O:49][CH3:50])[CH:48]=3)[C:35]([NH:37][CH2:38][CH2:39][N:40]3[CH2:45][CH2:44][O:43][CH2:42][CH2:41]3)=[O:36])[CH:26]=2)=[CH:16][CH:15]=1. The catalyst class is: 32. (3) Reactant: [CH3:1][C:2]1[O:3][C:4]2[CH:11]=[CH:10][C:9]([N+:12]([O-])=O)=[CH:8][C:5]=2[C:6]=1[CH3:7]. Product: [CH3:1][C:2]1[O:3][C:4]2[CH:11]=[CH:10][C:9]([NH2:12])=[CH:8][C:5]=2[C:6]=1[CH3:7]. The catalyst class is: 541. (4) Reactant: [Cl:1][C:2]1[N:3]=[C:4]2[CH:12]=[C:11]([N+:13]([O-:15])=[O:14])[CH:10]=[N:9][C:5]2=[N:6][C:7]=1Cl.Cl.[NH:17]1[CH2:20][CH:19]([N:21]([CH3:29])[C:22](=[O:28])[O:23][C:24]([CH3:27])([CH3:26])[CH3:25])[CH2:18]1. Product: [Cl:1][C:2]1[N:3]=[C:4]2[CH:12]=[C:11]([N+:13]([O-:15])=[O:14])[CH:10]=[N:9][C:5]2=[N:6][C:7]=1[N:17]1[CH2:20][CH:19]([N:21]([CH3:29])[C:22](=[O:28])[O:23][C:24]([CH3:25])([CH3:26])[CH3:27])[CH2:18]1. The catalyst class is: 2. (5) Product: [CH3:1][C:2]1[N:3]([C:8](=[O:10])[CH3:9])[CH:4]=[C:5]([CH3:7])[N:6]=1. Reactant: [CH3:1][C:2]1[NH:3][CH:4]=[C:5]([CH3:7])[N:6]=1.[C:8](Cl)(=[O:10])[CH3:9]. The catalyst class is: 648.